From a dataset of Retrosynthesis with 50K atom-mapped reactions and 10 reaction types from USPTO. Predict the reactants needed to synthesize the given product. (1) Given the product CC(C)(C)OC(=O)N1CCC(Nc2nc3cc(OCCCBr)ccc3o2)CC1, predict the reactants needed to synthesize it. The reactants are: BrCCCBr.CC(C)(C)OC(=O)N1CCC(Nc2nc3cc(O)ccc3o2)CC1. (2) Given the product Cc1ccc2c(c1)oc(=O)n2C1CCN(CCCCN2C(=O)c3cc([N+](=O)[O-])ccc3S2(=O)=O)CC1, predict the reactants needed to synthesize it. The reactants are: Cc1ccc2c(c1)oc(=O)n2C1CCNCC1.O=C1c2cc([N+](=O)[O-])ccc2S(=O)(=O)N1CCCCBr.